From a dataset of Forward reaction prediction with 1.9M reactions from USPTO patents (1976-2016). Predict the product of the given reaction. (1) Given the reactants [O:1]=[C:2]1[C:10]2[C:5](=[CH:6][CH:7]=[CH:8][CH:9]=2)[C:4](=[O:11])[N:3]1[C@H:12]1[CH2:17][C:16]2[CH:18]=[CH:19][CH:20]=[C:21]([C:22]([OH:24])=[O:23])[C:15]=2[O:14][B:13]1[OH:25].[OH-:26].[Na+], predict the reaction product. The product is: [C:4]([C:5]1[CH:6]=[CH:7][CH:8]=[CH:9][C:10]=1[C:2]([NH:3][C@H:12]1[CH2:17][C:16]2[CH:18]=[CH:19][CH:20]=[C:21]([C:22]([OH:24])=[O:23])[C:15]=2[O:14][B:13]1[OH:25])=[O:1])([OH:26])=[O:11]. (2) The product is: [C:1]1([C:17]2[CH:22]=[CH:21][CH:20]=[CH:19][CH:18]=2)[CH:6]=[CH:5][CH:4]=[CH:3][C:2]=1[C:7]([N:9]1[CH2:10][CH:11]2[CH2:12][N:13]([C:24]3[CH:33]=[C:32]([CH3:34])[C:31]4[C:26](=[CH:27][CH:28]=[CH:29][CH:30]=4)[N:25]=3)[CH2:14][CH:15]2[CH2:16]1)=[O:8]. Given the reactants [C:1]1([C:17]2[CH:22]=[CH:21][CH:20]=[CH:19][CH:18]=2)[CH:6]=[CH:5][CH:4]=[CH:3][C:2]=1[C:7]([N:9]1[CH2:16][CH:15]2[CH:11]([CH2:12][NH:13][CH2:14]2)[CH2:10]1)=[O:8].Cl[C:24]1[CH:33]=[C:32]([CH3:34])[C:31]2[C:26](=[CH:27][CH:28]=[CH:29][CH:30]=2)[N:25]=1, predict the reaction product. (3) The product is: [O:10]1[C:9]2[CH:8]=[CH:7][C:4]([CH:5]=[O:6])=[CH:3][C:2]=2[O:1][CH2:11]1. Given the reactants [OH:1][C:2]1[CH:3]=[C:4]([CH:7]=[CH:8][C:9]=1[OH:10])[CH:5]=[O:6].[C:11](=O)([O-])[O-].[Cs+].[Cs+].BrCBr, predict the reaction product. (4) Given the reactants [F:1][C:2]1[CH:3]=[C:4]([C@:18]2([S:30]([C:33]3[CH:38]=[CH:37][C:36]([F:39])=[CH:35][CH:34]=3)(=[O:32])=[O:31])[CH2:22][CH2:21][N:20](C(OC(C)(C)C)=O)[CH2:19]2)[CH:5]=[CH:6][C:7]=1[C:8]([F:17])([C:13]([F:16])([F:15])[F:14])[C:9]([F:12])([F:11])[F:10], predict the reaction product. The product is: [F:1][C:2]1[CH:3]=[C:4]([C@:18]2([S:30]([C:33]3[CH:34]=[CH:35][C:36]([F:39])=[CH:37][CH:38]=3)(=[O:32])=[O:31])[CH2:22][CH2:21][NH:20][CH2:19]2)[CH:5]=[CH:6][C:7]=1[C:8]([F:17])([C:13]([F:14])([F:16])[F:15])[C:9]([F:10])([F:12])[F:11]. (5) The product is: [CH2:19]([O:17][C:16](=[O:18])[C@H:11]([CH2:12][CH2:13][S:14][CH3:15])[NH:10][C:8](=[O:9])[CH2:7][C:1]1[CH:2]=[CH:3][CH:4]=[CH:5][CH:6]=1)[CH:20]([CH3:22])[CH3:21]. Given the reactants [C:1]1([CH2:7][C:8]([NH:10][C@H:11]([C:16]([OH:18])=[O:17])[CH2:12][CH2:13][S:14][CH3:15])=[O:9])[CH:6]=[CH:5][CH:4]=[CH:3][CH:2]=1.[CH2:19](O)[CH:20]([CH3:22])[CH3:21].C(Cl)CCl, predict the reaction product. (6) Given the reactants [CH3:1][NH:2][C:3]1[C:4]2[N:14]=[C:13]([NH:15][CH2:16][CH2:17][CH3:18])[N:12]=[C:11]([NH:19][CH3:20])[C:5]=2[N:6]=[C:7]([C:9]#[N:10])[N:8]=1.[OH-:21].[Na+].O, predict the reaction product. The product is: [C:9]([C:7]1[N:8]=[C:3]([NH:2][CH3:1])[C:4]2[N:14]=[C:13]([NH:15][CH2:16][CH2:17][CH3:18])[N:12]=[C:11]([NH:19][CH3:20])[C:5]=2[N:6]=1)(=[O:21])[NH2:10].